This data is from Reaction yield outcomes from USPTO patents with 853,638 reactions. The task is: Predict the reaction yield, written as a fraction of the theoretical maximum amount of product (1.0 means a 100% yield; for example, 0.34 means a 34% yield). The reactants are [O:1]1[CH2:6][CH2:5][N:4]([C:7]2[CH:8]=[N:9][C:10]3[C:15]([N:16]=2)=[CH:14][C:13]([O:17][C:18]2[CH:19]=[C:20]([NH:24]C(=O)C(C)(C)C)[CH:21]=[CH:22][CH:23]=2)=[CH:12][CH:11]=3)[CH2:3][CH2:2]1.Cl.[OH-].[Na+]. The catalyst is CC(O)=O. The product is [O:1]1[CH2:6][CH2:5][N:4]([C:7]2[CH:8]=[N:9][C:10]3[C:15]([N:16]=2)=[CH:14][C:13]([O:17][C:18]2[CH:19]=[C:20]([CH:21]=[CH:22][CH:23]=2)[NH2:24])=[CH:12][CH:11]=3)[CH2:3][CH2:2]1. The yield is 0.632.